Dataset: Full USPTO retrosynthesis dataset with 1.9M reactions from patents (1976-2016). Task: Predict the reactants needed to synthesize the given product. (1) The reactants are: [CH:1]1([C:4]2[CH:13]=[CH:12][CH:11]=[C:10]([F:14])[C:5]=2[C:6](OC)=[O:7])[CH2:3][CH2:2]1.[H-].[Al+3].[Li+].[H-].[H-].[H-].O. Given the product [CH:1]1([C:4]2[CH:13]=[CH:12][CH:11]=[C:10]([F:14])[C:5]=2[CH2:6][OH:7])[CH2:3][CH2:2]1, predict the reactants needed to synthesize it. (2) The reactants are: [CH3:1][O:2][C:3]([C:5]1[C:10]([OH:11])=[N:9][C:8]([C:12]2[CH:17]=[CH:16][C:15]([Cl:18])=[CH:14][CH:13]=2)=[C:7]([C:19]2[CH:24]=[CH:23][C:22]([Cl:25])=[CH:21][CH:20]=2)[N:6]=1)=[O:4].C(=O)([O-])[O-].[Cs+].[Cs+].Br[CH2:33][CH2:34][CH3:35].[I-].[K+]. Given the product [CH3:1][O:2][C:3]([C:5]1[C:10]([O:11][CH2:33][CH2:34][CH3:35])=[N:9][C:8]([C:12]2[CH:13]=[CH:14][C:15]([Cl:18])=[CH:16][CH:17]=2)=[C:7]([C:19]2[CH:24]=[CH:23][C:22]([Cl:25])=[CH:21][CH:20]=2)[N:6]=1)=[O:4], predict the reactants needed to synthesize it. (3) The reactants are: [F:1][C:2]([F:11])([F:10])[C:3]1[N:8]=[C:7]([OH:9])[CH:6]=[CH:5][CH:4]=1.[F:12][C:13]1[CH:14]=[C:15]([CH:18]=[CH:19][C:20]=1F)[CH:16]=[O:17].C([O-])([O-])=O.[K+].[K+]. Given the product [F:12][C:13]1[CH:14]=[C:15]([CH:18]=[CH:19][C:20]=1[O:9][C:7]1[CH:6]=[CH:5][CH:4]=[C:3]([C:2]([F:1])([F:10])[F:11])[N:8]=1)[CH:16]=[O:17], predict the reactants needed to synthesize it.